The task is: Predict the reactants needed to synthesize the given product.. This data is from Full USPTO retrosynthesis dataset with 1.9M reactions from patents (1976-2016). (1) Given the product [N:1]1([S:10]([C:13]2[CH:14]=[C:15]3[C:19](=[CH:20][CH:21]=2)[NH:18][C:17](=[O:22])[C:16]3=[CH:40][C:35]2[NH:36][C:37]3[C:33]([CH:34]=2)=[CH:32][C:31]([O:30][CH2:29][CH2:28][N:23]2[CH2:27][CH2:26][CH2:25][CH2:24]2)=[CH:39][CH:38]=3)(=[O:12])=[O:11])[C:9]2[C:4](=[CH:5][CH:6]=[CH:7][CH:8]=2)[CH2:3][CH2:2]1, predict the reactants needed to synthesize it. The reactants are: [N:1]1([S:10]([C:13]2[CH:14]=[C:15]3[C:19](=[CH:20][CH:21]=2)[NH:18][C:17](=[O:22])[CH2:16]3)(=[O:12])=[O:11])[C:9]2[C:4](=[CH:5][CH:6]=[CH:7][CH:8]=2)[CH2:3][CH2:2]1.[N:23]1([CH2:28][CH2:29][O:30][C:31]2[CH:32]=[C:33]3[C:37](=[CH:38][CH:39]=2)[NH:36][C:35]([CH:40]=O)=[CH:34]3)[CH2:27][CH2:26][CH2:25][CH2:24]1. (2) Given the product [CH:26]1([C@H:30]([NH:32][C:33]2[N:41]=[C:40]([C:42]#[N:43])[N:39]=[C:38]3[C:34]=2[N:35]([CH2:44][C:45]2[CH:50]=[CH:49][C:48]([C:51]([F:53])([F:54])[F:52])=[CH:47][C:46]=2[N:55]2[C:56](=[O:65])[C:57]4[C:62](=[CH:61][CH:60]=[CH:59][CH:58]=4)[C:63]2=[O:64])[C:36]([C:76]2[CH:81]=[C:80]([CH:82]([CH3:84])[CH3:83])[CH:79]=[CH:78][N:77]=2)=[N:37]3)[CH3:31])[CH2:29][CH2:28][CH2:27]1, predict the reactants needed to synthesize it. The reactants are: C(P(C12CC3CC(CC(C3)C1)C2)C12CC3CC(CC(C3)C1)C2)CCC.[CH:26]1([C@H:30]([NH:32][C:33]2[N:41]=[C:40]([C:42]#[N:43])[N:39]=[C:38]3[C:34]=2[N:35]([CH2:44][C:45]2[CH:50]=[CH:49][C:48]([C:51]([F:54])([F:53])[F:52])=[CH:47][C:46]=2[N:55]2[C:63](=[O:64])[C:62]4[C:57](=[CH:58][CH:59]=[CH:60][CH:61]=4)[C:56]2=[O:65])[CH:36]=[N:37]3)[CH3:31])[CH2:29][CH2:28][CH2:27]1.C(O)(=O)C(C)(C)C.[F-].[Cs+].Br[C:76]1[CH:81]=[C:80]([CH:82]([CH3:84])[CH3:83])[CH:79]=[CH:78][N:77]=1. (3) Given the product [CH2:1]([C:3]1[CH:12]=[C:11]([CH3:13])[C:10]2[C:9](=[O:14])[NH:8][C@@H:7]3[CH2:15][N:16]([C:18]([O:20][C:21]([CH3:22])([CH3:24])[CH3:23])=[O:19])[CH2:17][C@H:6]3[C:5]=2[CH:4]=1)[CH3:2], predict the reactants needed to synthesize it. The reactants are: [CH2:1]([C:3]1[CH:12]=[C:11]([CH3:13])[C:10]2[C:9](=[O:14])[NH:8][C@H:7]3[CH2:15][N:16]([C:18]([O:20][C:21]([CH3:24])([CH3:23])[CH3:22])=[O:19])[CH2:17][C@@H:6]3[C:5]=2[CH:4]=1)[CH3:2].Cl. (4) Given the product [CH:14]1[C:15]2[C:10](=[CH:9][C:8]3[C:17]([C:16]=2[CH2:18][N:19]([CH2:2][CH3:3])[CH2:20][CH2:21][CH2:22][OH:23])=[CH:4][CH:5]=[CH:6][CH:7]=3)[CH:11]=[CH:12][CH:13]=1, predict the reactants needed to synthesize it. The reactants are: Br[CH2:2][CH3:3].[CH:4]1[C:17]2[C:8](=[CH:9][C:10]3[C:15]([C:16]=2[CH2:18][NH:19][CH2:20][CH2:21][CH2:22][OH:23])=[CH:14][CH:13]=[CH:12][CH:11]=3)[CH:7]=[CH:6][CH:5]=1.C([O-])([O-])=O.[K+].[K+]. (5) Given the product [Cl:1][C:2]1[CH:7]=[C:6]([O:8][CH2:36][C@:34]2([CH3:37])[O:35][C:25]3=[N:29][C:28]([N+:30]([O-:32])=[O:31])=[CH:27][N:26]3[CH2:33]2)[CH:5]=[CH:4][C:3]=1[N:9]1[CH2:14][CH2:13][N:12]([C:15]([O:17][C:18]([CH3:21])([CH3:20])[CH3:19])=[O:16])[CH2:11][CH2:10]1, predict the reactants needed to synthesize it. The reactants are: [Cl:1][C:2]1[CH:7]=[C:6]([OH:8])[CH:5]=[CH:4][C:3]=1[N:9]1[CH2:14][CH2:13][N:12]([C:15]([O:17][C:18]([CH3:21])([CH3:20])[CH3:19])=[O:16])[CH2:11][CH2:10]1.[H-].[Na+].Cl[C:25]1[N:26]([CH2:33][C@:34]2([CH3:37])[CH2:36][O:35]2)[CH:27]=[C:28]([N+:30]([O-:32])=[O:31])[N:29]=1. (6) Given the product [CH2:33]([C:29]1[CH:28]=[C:27]([CH:32]=[CH:31][CH:30]=1)[CH2:26][CH:15]([NH:16][S:17]([C:20]1[CH:25]=[CH:24][CH:23]=[CH:22][N:21]=1)(=[O:19])=[O:18])[C:11]1[N:10]=[C:9]([NH:8][CH2:39][C:40]([OH:42])=[O:41])[CH:14]=[CH:13][CH:12]=1)[CH2:34][CH2:35][CH2:36][CH2:37][CH3:38], predict the reactants needed to synthesize it. The reactants are: C(OC([N:8]([CH2:39][C:40]([O:42]C(C)(C)C)=[O:41])[C:9]1[CH:14]=[CH:13][CH:12]=[C:11]([CH:15]([CH2:26][C:27]2[CH:32]=[CH:31][CH:30]=[C:29]([CH2:33][CH2:34][CH2:35][CH2:36][CH2:37][CH3:38])[CH:28]=2)[NH:16][S:17]([C:20]2[CH:25]=[CH:24][CH:23]=[CH:22][N:21]=2)(=[O:19])=[O:18])[N:10]=1)=O)(C)(C)C.Cl.O1CCOCC1. (7) Given the product [CH2:1]([N:8]([C:9]1[CH:14]=[CH:13][CH:12]=[CH:11][CH:10]=1)[C:28]([NH:27][C:19]1[C:18]([CH:15]([CH3:16])[CH3:17])=[CH:23][CH:22]=[CH:21][C:20]=1[CH:24]([CH3:26])[CH3:25])=[O:29])[C:2]1[CH:7]=[CH:6][CH:5]=[CH:4][CH:3]=1, predict the reactants needed to synthesize it. The reactants are: [CH2:1]([NH:8][C:9]1[CH:14]=[CH:13][CH:12]=[CH:11][CH:10]=1)[C:2]1[CH:7]=[CH:6][CH:5]=[CH:4][CH:3]=1.[CH:15]([C:18]1[CH:23]=[CH:22][CH:21]=[C:20]([CH:24]([CH3:26])[CH3:25])[C:19]=1[N:27]=[C:28]=[O:29])([CH3:17])[CH3:16]. (8) Given the product [CH2:49]([O:56][C:57]([CH2:59][CH2:60][CH:61]([NH:72][C:5](=[O:7])[C:4]1[CH:8]=[CH:9][C:10]([C:11]([N:13]2[CH2:17][CH2:16][CH2:15][CH2:14]2)=[O:12])=[C:2]([CH3:1])[CH:3]=1)[C:62]1[NH:66][C:65]2[CH:67]=[CH:68][C:69]([Cl:71])=[CH:70][C:64]=2[N:63]=1)=[O:58])[C:50]1[CH:51]=[CH:52][CH:53]=[CH:54][CH:55]=1, predict the reactants needed to synthesize it. The reactants are: [CH3:1][C:2]1[CH:3]=[C:4]([CH:8]=[CH:9][C:10]=1[C:11]([N:13]1[CH2:17][CH2:16][CH2:15][CH2:14]1)=[O:12])[C:5]([OH:7])=O.CN(C(ON1N=NC2C=CC=CC1=2)=[N+](C)C)C.[B-](F)(F)(F)F.C(N(C(C)C)CC)(C)C.[CH2:49]([O:56][C:57]([CH2:59][CH2:60][CH:61]([NH2:72])[C:62]1[NH:66][C:65]2[CH:67]=[CH:68][C:69]([Cl:71])=[CH:70][C:64]=2[N:63]=1)=[O:58])[C:50]1[CH:55]=[CH:54][CH:53]=[CH:52][CH:51]=1.ClCl. (9) Given the product [CH2:18]([O:25][C:26]1[CH:31]=[N:30][C:29]2[C:28]([CH:27]=1)=[C:10]1[CH:11]=[CH:12][CH:13]=[CH:14][C:9]1=[N:8][C:32]=2[NH2:33])[C:19]1[CH:24]=[CH:23][CH:22]=[CH:21][CH:20]=1, predict the reactants needed to synthesize it. The reactants are: C(OC([NH:8][C:9]1[CH:14]=[CH:13][CH:12]=[CH:11][C:10]=1B(O)O)=O)(C)(C)C.[CH2:18]([O:25][C:26]1[CH:27]=[C:28](Br)[C:29]([C:32]#[N:33])=[N:30][CH:31]=1)[C:19]1[CH:24]=[CH:23][CH:22]=[CH:21][CH:20]=1.C(=O)([O-])[O-].[K+].[K+].